This data is from Forward reaction prediction with 1.9M reactions from USPTO patents (1976-2016). The task is: Predict the product of the given reaction. Given the reactants [Cl:1][C:2]1[CH:3]=[CH:4][CH:5]=[C:6]2[C:10]=1[N:9]([CH2:11][C:12]#[N:13])[CH:8]=[C:7]2[S:14]([CH3:17])(=[O:16])=[O:15].[CH2:18](N)[CH2:19][NH2:20], predict the reaction product. The product is: [Cl:1][C:2]1[CH:3]=[CH:4][CH:5]=[C:6]2[C:10]=1[N:9]([CH2:11][C:12]1[NH:20][CH2:19][CH2:18][N:13]=1)[CH:8]=[C:7]2[S:14]([CH3:17])(=[O:16])=[O:15].